Dataset: Full USPTO retrosynthesis dataset with 1.9M reactions from patents (1976-2016). Task: Predict the reactants needed to synthesize the given product. (1) Given the product [OH:8][C:9]1[CH:14]=[C:13]([CH3:15])[O:12][C:11](=[O:16])[C:10]=1[C:32](=[O:41])[CH2:33][CH2:34][C:35]1[CH:40]=[CH:39][CH:38]=[CH:37][CH:36]=1, predict the reactants needed to synthesize it. The reactants are: C(N(CC)CC)C.[OH:8][C:9]1[CH:14]=[C:13]([CH3:15])[O:12][C:11](=[O:16])[CH:10]=1.C1CCC(N=C=NC2CCCCC2)CC1.[C:32](O)(=[O:41])[CH2:33][CH2:34][C:35]1[CH:40]=[CH:39][CH:38]=[CH:37][CH:36]=1.N#N. (2) Given the product [CH2:1]([O:3][C:4]([C:6]1[C:10]([Cl:11])=[CH:9][NH:8][N:7]=1)=[O:5])[CH3:2], predict the reactants needed to synthesize it. The reactants are: [CH2:1]([O:3][C:4]([C:6]1[CH:10]=[CH:9][NH:8][N:7]=1)=[O:5])[CH3:2].[Cl:11]N1C(=O)CCC1=O. (3) Given the product [CH:19]([C:16]1[CH:17]=[CH:18][C:13]([CH2:12][CH2:11][NH:10][C:8](=[O:9])[C:7]([F:22])([F:23])[F:6])=[C:14]([S:2]([Cl:1])(=[O:5])=[O:3])[CH:15]=1)([CH3:21])[CH3:20], predict the reactants needed to synthesize it. The reactants are: [Cl:1][S:2]([OH:5])(=O)=[O:3].[F:6][C:7]([F:23])([F:22])[C:8]([NH:10][CH2:11][CH2:12][C:13]1[CH:18]=[CH:17][C:16]([CH:19]([CH3:21])[CH3:20])=[CH:15][CH:14]=1)=[O:9].